Predict the product of the given reaction. From a dataset of Forward reaction prediction with 1.9M reactions from USPTO patents (1976-2016). (1) Given the reactants [N+:1]([C:4]1[CH:5]=[CH:6][C:7]([OH:10])=[N:8][CH:9]=1)([O-])=O.Br[CH:12]1[CH2:16][CH2:15][CH2:14][CH2:13]1.C(=O)([O-])[O-].[K+].[K+].CN(C=O)C, predict the reaction product. The product is: [CH:12]1([O:10][C:7]2[N:8]=[CH:9][C:4]([NH2:1])=[CH:5][CH:6]=2)[CH2:16][CH2:15][CH2:14][CH2:13]1. (2) Given the reactants [NH2:1][CH2:2][CH:3]([OH:28])[CH2:4][NH:5][C:6]1[C:15]2[C:10](=[CH:11][CH:12]=[C:13]([Cl:16])[CH:14]=2)[N:9]=[C:8]([N:17]2[CH2:23][CH2:22][CH2:21][C:20]3[CH:24]=[CH:25][CH:26]=[CH:27][C:19]=3[CH2:18]2)[CH:7]=1.[CH2:29]1C2C=CC=CC=2CCC[NH:30]1.NCC(O)CN.C(N)CN.NCC(O)CNC1C2C(=CC=CC=2)N=C(N2CCCC3C=CC=CC=3C2)C=1, predict the reaction product. The product is: [NH2:30][C:29]1[O:28][CH:3]([CH2:4][NH:5][C:6]2[C:15]3[C:10](=[CH:11][CH:12]=[C:13]([Cl:16])[CH:14]=3)[N:9]=[C:8]([N:17]3[CH2:23][CH2:22][CH2:21][C:20]4[CH:24]=[CH:25][CH:26]=[CH:27][C:19]=4[CH2:18]3)[CH:7]=2)[CH2:2][N:1]=1. (3) Given the reactants Cl[C:2]1[CH:11]=[CH:10][C:9]2[C:4](=[C:5]([C:12]3[CH:17]=[CH:16][C:15]([C:18]4[CH:19]=[N:20][N:21]([CH3:23])[CH:22]=4)=[CH:14][CH:13]=3)[CH:6]=[N:7][CH:8]=2)[N:3]=1.[C:24]([NH2:27])(=[O:26])[CH3:25].CC1(C)C2C(=C(P(C3C=CC=CC=3)C3C=CC=CC=3)C=CC=2)OC2C(P(C3C=CC=CC=3)C3C=CC=CC=3)=CC=CC1=2.C(=O)([O-])[O-].[Cs+].[Cs+], predict the reaction product. The product is: [CH3:23][N:21]1[CH:22]=[C:18]([C:15]2[CH:16]=[CH:17][C:12]([C:5]3[CH:6]=[N:7][CH:8]=[C:9]4[C:4]=3[N:3]=[C:2]([NH:27][C:24](=[O:26])[CH3:25])[CH:11]=[CH:10]4)=[CH:13][CH:14]=2)[CH:19]=[N:20]1. (4) Given the reactants CS[CH2:3][CH:4]1[CH2:9][CH2:8][CH:7]([C:10]([OH:12])=[O:11])[CH2:6][CH2:5]1.[C:13](=O)(O)[O-].[Na+].CC(C)=O.O[O:23][S:24]([O-:26])=O.[K+], predict the reaction product. The product is: [CH3:13][S:24]([CH2:3][CH:4]1[CH2:9][CH2:8][CH:7]([C:10]([OH:12])=[O:11])[CH2:6][CH2:5]1)(=[O:26])=[O:23]. (5) Given the reactants ClC1C(Cl)=C(C)NC=1C(N[C@@H]1CCN(C2SC(C([O-])=O)=CN=2)C[C@@H]1F)=O.OCC(CO)([NH3+])CO.[Br:35][C:36]1[CH:37]=[C:38]([C:42]([O:44]CC)=[O:43])[NH:39][C:40]=1[CH3:41], predict the reaction product. The product is: [Br:35][C:36]1[CH:37]=[C:38]([C:42]([OH:44])=[O:43])[NH:39][C:40]=1[CH3:41]. (6) Given the reactants C(OC([N:8]1[CH2:12][CH2:11][CH2:10][C@@H:9]1[CH2:13][NH:14][C:15]1[N:20]=[C:19]([C:21](OCC)=[O:22])[C:18]([N+:26]([O-])=O)=[C:17]([NH:29][C:30]2[CH:35]=[CH:34][CH:33]=[CH:32][C:31]=2[O:36][CH3:37])[N:16]=1)=O)(C)(C)C.ClC1N=C([C:45](OCC)=[O:46])C([N+]([O-])=O)=C(NC2C=CC=CC=2OC)N=1.C([N:69]1CCCC1CN)(OC(C)(C)C)=O.C(N(C(C)C)CC)(C)C, predict the reaction product. The product is: [CH3:37][O:36][C:31]1[CH:32]=[CH:33][CH:34]=[CH:35][C:30]=1[N:29]1[C:45](=[O:46])[NH:26][C:18]2[C:17]1=[N:16][C:15]([NH:14][CH2:13][C@H:9]1[CH2:10][CH2:11][CH2:12][NH:8]1)=[N:20][C:19]=2[C:21]([NH2:69])=[O:22]. (7) Given the reactants Br[C:2]1[C:3](=[O:20])[N:4]([C:9]2[CH:10]=[C:11]([CH:16]=[CH:17][C:18]=2[CH3:19])[C:12]([O:14][CH3:15])=[O:13])[CH:5]=[C:6]([Br:8])[N:7]=1.[CH2:21]([O:28][C:29]1[CH:34]=[CH:33][CH:32]=[CH:31][C:30]=1[C:35]1([NH2:38])[CH2:37][CH2:36]1)[C:22]1[CH:27]=[CH:26][CH:25]=[CH:24][CH:23]=1.C(NC(C)C)(C)C, predict the reaction product. The product is: [CH2:21]([O:28][C:29]1[CH:34]=[CH:33][CH:32]=[CH:31][C:30]=1[C:35]1([NH:38][C:2]2[C:3](=[O:20])[N:4]([C:9]3[CH:10]=[C:11]([CH:16]=[CH:17][C:18]=3[CH3:19])[C:12]([O:14][CH3:15])=[O:13])[CH:5]=[C:6]([Br:8])[N:7]=2)[CH2:37][CH2:36]1)[C:22]1[CH:23]=[CH:24][CH:25]=[CH:26][CH:27]=1.